This data is from Experimentally validated miRNA-target interactions with 360,000+ pairs, plus equal number of negative samples. The task is: Binary Classification. Given a miRNA mature sequence and a target amino acid sequence, predict their likelihood of interaction. (1) The miRNA is hsa-miR-1245b-5p with sequence UAGGCCUUUAGAUCACUUAAA. The protein sequence of the target gene is MAAERGAGQQQSQEMMEVDRRVESEESGDEEGKKHGGGGIVANLSEQSLKDGVDRGAEDPEEEHELAVDMETINLDRDAEDVDLTHYRIGKIEGLEVLKKVKSLCLRQNLIKCIENLEELQSLRELDLYDNQIKKIENLEALTELEVLDISFNMLRNIEGIDKLTQLKKLFLVNNKINKIENISNLHQLQMLELGSNRIRAIENIDTLTNLESLFLGKNKITKLQNLDALTNLTVLSVQSNRLAKIEGLQSLVNLRELYLSNNGIEVIEGLENNNKLTMLDIASNRIKKIENISHLTELQ.... Result: 0 (no interaction). (2) The miRNA is hsa-miR-451b with sequence UAGCAAGAGAACCAUUACCAUU. The protein sequence of the target gene is MMAAALGPPEVIAQLENAAKVLMAPPSMVNNEQRQHAEHIFLSFRKSKSPFAVCKHILETSKVDYVLFQAATAIMEAVVREWILLEKGSIESLRTFLLTYVLQRPNLQKYVREQILLAVAVIVKRGSLDKSIDCKSIFHEVSQLISSGNPTVQTLACSILTALLSEFSSSSKTSNIGLSMEFHGNCKRVFQEEDLRQIFMLTVEVLQEFSRRENLNAQMSSVFQRYLALANQVLSWNFLPPNLGRHYIAMFESSQNVLLKPTESWRETLLDSRVMELFFTVHRKIREDSDMAQDSLQCLA.... Result: 0 (no interaction). (3) The miRNA is hsa-miR-639 with sequence AUCGCUGCGGUUGCGAGCGCUGU. The protein sequence of the target gene is MAAVSLRLGDLVWGKLGRYPPWPGKIVNPPKDLKKPRGKKCFFVKFFGTEDHAWIKVEQLKPYHAHKEEMIKINKGKRFQQAVDAVEEFLRRAKGKDQTSSHTSADDKNRRNSSEERSRPNSGDEKRKLSLSEGKVKKNMGEGKKRVTSGSADRGSKCLKRAQEQSPRKRGRPPKDEKDLTIPESSTVKGMMAGPMAAFKWQPTATEPVKDADPHFHHFLLSQTEKPAVCYQAITKKLKICEEETGSTSIQAADSTAVNGSITPTDKKIGFLGLGLMGSGIVSNLLKMGHTVTVWNRTAE.... Result: 0 (no interaction). (4) The miRNA is hsa-miR-3159 with sequence UAGGAUUACAAGUGUCGGCCAC. The protein sequence of the target gene is MFGACYKQPLKPSGSEPPAEECRMTPRHAGCDVTEMQRILSQPTFTEHLLRAVCTKLANMYSTSTDCREHCRRGMKAKQLKAEAGRSCQRKGVPIQTPREHSWISCKKEFEANP. Result: 1 (interaction). (5) The miRNA is mmu-miR-466d-5p with sequence UGUGUGUGCGUACAUGUACAUG. The protein sequence of the target gene is MELSQLLNEIRANYEQLLTRNQIETVLSTRIQLEEDITKKMDKDGEALKAAQAELKEARRQCHHLQVEIESLHAVERGLENSLQASEQHYQMQLQDLESVIGRLERELQEVRRGIERQLREHEMLLNTKMRLEQEIATYRRLLEQEEIRYYGCIQGEKKEEKPTKSKVGFLLPSAIINEISFSTKVSQKYENENMETVTKQAVVNRDVKESAEAHGTIQTEKVDEVIKEWEGSFFKDNPRLRKKSVSLRFDLHLAATDEGCLESRQDNLPDIEVRLIMRRSCSIPSIKPPPGTN. Result: 1 (interaction). (6) The miRNA is hsa-miR-490-3p with sequence CAACCUGGAGGACUCCAUGCUG. The protein sequence of the target gene is MAVGLLKAMYQELVTFRDVAVDFSQEEWDCLDSSQRHLYSNVMLENYRILVSLGLCFSKPSVILLLEQGKAPWMVKRELTKGLCSGWEPICETEELTPKQDFYEEHQSQKIIETLTSYNLEYSSLREEWKCEGYFERQPGNQKACFKEEIITHEEPLFDEREQEYKSWGSFHQNPLLCTQKIIPKEEKVHKHDTQKRSFKKNLMAIKPKSVCAEKKLLKCNDCEKVFSQSSSLTLHQRIHTGEKPYKCIECGKAFSQRSNLVQHQRIHTGEKPYECKECRKAFSQNAHLVQHLRVHTGEK.... Result: 1 (interaction).